From a dataset of Forward reaction prediction with 1.9M reactions from USPTO patents (1976-2016). Predict the product of the given reaction. (1) Given the reactants [Br:1][C:2]1[CH:3]=[C:4]2[C:8](=[C:9]([CH2:11][OH:12])[CH:10]=1)[N:7]([CH3:13])[CH:6]=[CH:5]2, predict the reaction product. The product is: [Br:1][C:2]1[CH:3]=[C:4]2[C:8](=[C:9]([CH:11]=[O:12])[CH:10]=1)[N:7]([CH3:13])[CH:6]=[CH:5]2. (2) Given the reactants C[O:2][C:3]1[CH:4]=[C:5]([C:14]2[N:15]([CH3:29])[C:16]([C:19]3[C:20]([C:25]([F:28])([F:27])[F:26])=[N:21][CH:22]=[CH:23][CH:24]=3)=[N:17][N:18]=2)[CH:6]=[C:7]([N+:11]([O-:13])=[O:12])[C:8]=1[O:9]C.B(Br)(Br)Br, predict the reaction product. The product is: [CH3:29][N:15]1[C:16]([C:19]2[C:20]([C:25]([F:27])([F:28])[F:26])=[N:21][CH:22]=[CH:23][CH:24]=2)=[N:17][N:18]=[C:14]1[C:5]1[CH:4]=[C:3]([OH:2])[C:8]([OH:9])=[C:7]([N+:11]([O-:13])=[O:12])[CH:6]=1. (3) The product is: [F:1][C:2]1[C:10]([F:11])=[CH:9][C:5]([C:6]([NH:55][C:49]([CH3:48])([CH2:52][CH2:53][CH3:54])[C:50]#[CH:51])=[O:8])=[C:4]([NH:12][CH2:13][CH:14]([CH3:16])[CH3:15])[CH:3]=1. Given the reactants [F:1][C:2]1[C:10]([F:11])=[CH:9][C:5]([C:6]([OH:8])=O)=[C:4]([NH:12][CH2:13][CH:14]([CH3:16])[CH3:15])[CH:3]=1.CCN=C=NCCCN(C)C.C1C=CC2N(O)N=NC=2C=1.CCN(C(C)C)C(C)C.Cl.[CH3:48][C:49]([NH2:55])([CH2:52][CH2:53][CH3:54])[C:50]#[CH:51], predict the reaction product. (4) Given the reactants [N:1]1[C:11]2[C:6](=[CH:7][CH:8]=[CH:9][CH:10]=2)[C:4]([CH3:5])=[CH:3][CH:2]=1.[Br:12][CH2:13][CH3:14], predict the reaction product. The product is: [Br-:12].[CH2:13]([N+:1]1[C:11]2[C:6](=[CH:7][CH:8]=[CH:9][CH:10]=2)[C:4]([CH3:5])=[CH:3][CH:2]=1)[CH3:14]. (5) Given the reactants [Br:1][C:2]1[CH:3]=[N:4][C:5]2[N:6]([N:8]=[C:9]([C:11]([OH:13])=O)[CH:10]=2)[CH:7]=1.[F:14][C:15]1[CH:20]=[C:19]([C:21]2[CH:22]=[C:23]3[C:28](=[CH:29][CH:30]=2)[N:27]([CH3:31])[NH:26][CH2:25][CH2:24]3)[CH:18]=[CH:17][N:16]=1, predict the reaction product. The product is: [Br:1][C:2]1[CH:3]=[N:4][C:5]2[N:6]([N:8]=[C:9]([C:11]([N:26]3[CH2:25][CH2:24][C:23]4[C:28](=[CH:29][CH:30]=[C:21]([C:19]5[CH:18]=[CH:17][N:16]=[C:15]([F:14])[CH:20]=5)[CH:22]=4)[N:27]3[CH3:31])=[O:13])[CH:10]=2)[CH:7]=1. (6) Given the reactants [CH3:1][C:2]1[CH:7]=[CH:6][CH:5]=[CH:4][C:3]=1[Mg]Br.C(O[B:14]1[O:18][C:17]([CH3:20])([CH3:19])[C:16]([CH3:22])([CH3:21])[O:15]1)(C)C.O, predict the reaction product. The product is: [CH3:21][C:16]1([CH3:22])[C:17]([CH3:20])([CH3:19])[O:18][B:14]([C:3]2[CH:4]=[CH:5][CH:6]=[CH:7][C:2]=2[CH3:1])[O:15]1. (7) Given the reactants C([O:8][C:9]1[C:10]([C:19]2[CH:24]=[C:23]([O:25][CH3:26])[CH:22]=[CH:21][C:20]=2[F:27])=[N:11][CH:12]=[C:13]([CH:18]=1)[C:14]([O:16][CH3:17])=[O:15])C1C=CC=CC=1, predict the reaction product. The product is: [F:27][C:20]1[CH:21]=[CH:22][C:23]([O:25][CH3:26])=[CH:24][C:19]=1[C:10]1[C:9]([OH:8])=[CH:18][C:13]([C:14]([O:16][CH3:17])=[O:15])=[CH:12][N:11]=1. (8) Given the reactants C(N(CC)CC)C.C(O)=O.C([N:24]1[CH2:27][CH:26]([OH:28])[CH2:25]1)(C1C=CC=CC=1)C1C=CC=CC=1.[CH3:29][O:30][C:31]1[CH:38]=[C:37]([O:39][CH3:40])[CH:36]=[CH:35][C:32]=1[CH:33]=O.C(O[BH-](OC(=O)C)OC(=O)C)(=O)C.[Na+], predict the reaction product. The product is: [CH3:29][O:30][C:31]1[CH:38]=[C:37]([O:39][CH3:40])[CH:36]=[CH:35][C:32]=1[CH2:33][N:24]1[CH2:27][CH:26]([OH:28])[CH2:25]1. (9) The product is: [C:15]([C:14]1[CH:18]=[CH:19][CH:20]=[CH:21][C:13]=1[S:11][C:5]1[CH:4]=[CH:3][C:2]([F:1])=[CH:10][C:6]=1[C:7]([OH:9])=[O:8])([OH:17])=[O:16]. Given the reactants [F:1][C:2]1[CH:3]=[CH:4][C:5]([SH:11])=[C:6]([CH:10]=1)[C:7]([OH:9])=[O:8].S[C:13]1[CH:21]=[CH:20][CH:19]=[CH:18][C:14]=1[C:15]([OH:17])=[O:16].BrC1C=CC=CC=1C(O)=O, predict the reaction product. (10) Given the reactants [C:1]1([OH:7])[CH:6]=[CH:5][CH:4]=[CH:3][CH:2]=1.[C:8](Cl)(Cl)=[O:9], predict the reaction product. The product is: [C:8](=[O:9])([O:7][C:1]1[CH:6]=[CH:5][CH:4]=[CH:3][CH:2]=1)[O:7][C:1]1[CH:6]=[CH:5][CH:4]=[CH:3][CH:2]=1.